Dataset: Forward reaction prediction with 1.9M reactions from USPTO patents (1976-2016). Task: Predict the product of the given reaction. (1) Given the reactants [Cl:1][C:2]1[C:3]([NH:27][C@@H:28]2[CH2:33][CH2:32][CH2:31][CH2:30][C@H:29]2[NH:34][S:35]([CH3:38])(=[O:37])=[O:36])=N[C:5]([NH:8][C:9]2[CH:10]=[CH:11][C:12]3[CH2:18][N:17]([CH2:19][CH2:20]OC(=O)C)[CH2:16][CH2:15][N:14]([CH3:25])[C:13]=3[CH:26]=2)=[N:6][CH:7]=1.O1[CH2:44][CH2:43]OCC1.[Li+].[OH-:46].[NH3:47], predict the reaction product. The product is: [Cl:1][C:2]1[C:3]([NH:27][C@@H:28]2[CH2:33][CH2:32][CH2:31][CH2:30][C@H:29]2[NH:34][S:35]([CH3:38])(=[O:37])=[O:36])=[N:47][C:5]([N:8]([C:9]2[CH:10]=[CH:11][C:12]3[CH2:18][N:17]([CH2:19][CH2:20][OH:46])[CH2:16][CH2:15][N:14]([CH3:25])[C:13]=3[CH:26]=2)[C:44]2[CH:43]=[CH:13][CH:26]=[CH:9][CH:10]=2)=[N:6][CH:7]=1. (2) Given the reactants CN(C1CCCCC1)C1CCCCC1.[CH3:15][Si:16]([CH3:23])([CH3:22])[CH2:17][CH2:18][O:19][CH2:20]Cl.[I:24][C:25]1[C:33]2[C:28](=[CH:29][CH:30]=[CH:31][CH:32]=2)[NH:27][N:26]=1.[OH-].[Na+], predict the reaction product. The product is: [I:24][C:25]1[N:26]([CH2:20][O:19][CH2:18][CH2:17][Si:16]([CH3:23])([CH3:22])[CH3:15])[N:27]=[C:28]2[C:33]=1[CH:32]=[CH:31][CH:30]=[CH:29]2.